From a dataset of Full USPTO retrosynthesis dataset with 1.9M reactions from patents (1976-2016). Predict the reactants needed to synthesize the given product. Given the product [F:1][C:2]([F:40])([CH2:6][NH:7][C:8]([NH:10][C@@:11]([C:26]1[CH:31]=[C:30]([O:32][C:33]([F:37])([F:38])[CH:34]([F:35])[F:36])[CH:29]=[C:28]([F:39])[CH:27]=1)([C:19]1[CH:20]=[CH:21][C:22]([F:25])=[CH:23][CH:24]=1)[CH2:12][C:13]1[CH:18]=[CH:17][CH:16]=[CH:15][CH:14]=1)=[O:9])[C:3]([NH2:49])=[O:5], predict the reactants needed to synthesize it. The reactants are: [F:1][C:2]([F:40])([CH2:6][NH:7][C:8]([NH:10][C@@:11]([C:26]1[CH:31]=[C:30]([O:32][C:33]([F:38])([F:37])[CH:34]([F:36])[F:35])[CH:29]=[C:28]([F:39])[CH:27]=1)([C:19]1[CH:24]=[CH:23][C:22]([F:25])=[CH:21][CH:20]=1)[CH2:12][C:13]1[CH:18]=[CH:17][CH:16]=[CH:15][CH:14]=1)=[O:9])[C:3]([OH:5])=O.C(Cl)(=O)OCC.CC[N:49](CC)CC.N.O.